This data is from Reaction yield outcomes from USPTO patents with 853,638 reactions. The task is: Predict the reaction yield, written as a fraction of the theoretical maximum amount of product (1.0 means a 100% yield; for example, 0.34 means a 34% yield). (1) The reactants are [F:1][C:2]1[C:10]([CH2:11][CH2:12][C:13]2[CH:14]=[N:15][C:16]([NH:19][C:20]3[CH:25]=[CH:24][N:23]=[C:22]([CH3:26])[CH:21]=3)=[N:17][CH:18]=2)=[CH:9][C:5]([C:6]([OH:8])=O)=[CH:4][C:3]=1[O:27][CH3:28].Cl.CN.[CH3:32][N:33](C(ON1N=NC2C=CC=NC1=2)=[N+](C)C)C.F[P-](F)(F)(F)(F)F.CCN(C(C)C)C(C)C. The product is [F:1][C:2]1[C:10]([CH2:11][CH2:12][C:13]2[CH:18]=[N:17][C:16]([NH:19][C:20]3[CH:25]=[CH:24][N:23]=[C:22]([CH3:26])[CH:21]=3)=[N:15][CH:14]=2)=[CH:9][C:5]([C:6]([NH:33][CH3:32])=[O:8])=[CH:4][C:3]=1[O:27][CH3:28]. The catalyst is CN(C=O)C. The yield is 0.308. (2) The reactants are [CH3:1][N:2]1[C:15]2[C:6]([CH:7]=[CH:8][C:9]3[N:19]([C:20]4[CH:25]=[CH:24][CH:23]=[CH:22][N:21]=4)[CH2:18][CH:17]=[C:11]4[NH:12][C:13](=[O:16])[C:14]=2[C:10]=34)=[C:5]([N+:26]([O-])=O)[CH:4]=[CH:3]1.[Cl-].[NH4+].O. The catalyst is O1CCCC1.C(O)C.[Zn]. The product is [NH2:26][C:5]1[CH:4]=[CH:3][N:2]([CH3:1])[C:15]2[C:6]=1[CH:7]=[CH:8][C:9]1[N:19]([C:20]3[CH:25]=[CH:24][CH:23]=[CH:22][N:21]=3)[CH2:18][CH:17]=[C:11]3[NH:12][C:13](=[O:16])[C:14]=2[C:10]=13. The yield is 0.880. (3) The reactants are [F:1][C:2]1[CH:3]=[C:4]([CH:8]([OH:25])[CH2:9][O:10][C:11]2[CH:24]=[CH:23][C:14]([CH2:15][CH:16]3[S:20][C:19](=[O:21])[NH:18][C:17]3=[O:22])=[CH:13][CH:12]=2)[CH:5]=[CH:6][CH:7]=1.CS(C)=O.O=P12OP3(OP(OP(O3)(O1)=O)(=O)O2)=O.C(N(CC)CC)C. The catalyst is C(Cl)Cl. The product is [F:1][C:2]1[CH:3]=[C:4]([C:8](=[O:25])[CH2:9][O:10][C:11]2[CH:24]=[CH:23][C:14]([CH2:15][CH:16]3[S:20][C:19](=[O:21])[NH:18][C:17]3=[O:22])=[CH:13][CH:12]=2)[CH:5]=[CH:6][CH:7]=1. The yield is 0.400. (4) The reactants are [F:1][C:2]1[CH:7]=[CH:6][C:5]([CH:8]2[CH2:13][CH2:12][N:11](C(OC(C)(C)C)=O)[CH2:10][CH2:9]2)=[CH:4][CH:3]=1.FC(F)(F)C(O)=O.C([O-])(O)=O.[Na+]. No catalyst specified. The product is [F:1][C:2]1[CH:7]=[CH:6][C:5]([CH:8]2[CH2:9][CH2:10][NH:11][CH2:12][CH2:13]2)=[CH:4][CH:3]=1. The yield is 0.740. (5) The reactants are [F:1][C:2]1[CH:7]=[C:6]([F:8])[CH:5]=[CH:4][C:3]=1[CH:9]([OH:11])[CH3:10].[C:12]([CH2:16][Si:17](Cl)([CH3:19])[CH3:18])([CH3:15])([CH3:14])[CH3:13].N1C=CN=C1. The catalyst is CN(C=O)C. The product is [C:12]([CH2:16][Si:17]([O:11][CH:9]([C:3]1[CH:4]=[CH:5][C:6]([F:8])=[CH:7][C:2]=1[F:1])[CH3:10])([CH3:19])[CH3:18])([CH3:15])([CH3:14])[CH3:13]. The yield is 0.740. (6) The reactants are [CH3:1][O:2][CH2:3][O:4][C:5]1[CH:10]=[CH:9][C:8]([C:11](=O)[CH:12]([CH3:14])[CH3:13])=[CH:7][CH:6]=1.[C:16]([CH2:18][C:19]([O:21][CH2:22][CH3:23])=[O:20])#[N:17].C([O-])(=O)C.[NH4+].C(O)(=O)C. No catalyst specified. The product is [C:16](/[C:18](=[C:11](\[C:8]1[CH:7]=[CH:6][C:5]([O:4][CH2:3][O:2][CH3:1])=[CH:10][CH:9]=1)/[CH:12]([CH3:14])[CH3:13])/[C:19]([O:21][CH2:22][CH3:23])=[O:20])#[N:17]. The yield is 0.510. (7) The reactants are [CH3:1][O:2][C:3]1[CH:8]=[C:7]([O:9][CH3:10])[CH:6]=[C:5]([O:11][CH3:12])[CH:4]=1.[Br:13]Br.O. The catalyst is ClCCl. The product is [Br:13][C:4]1[C:5]([O:11][CH3:12])=[CH:6][C:7]([O:9][CH3:10])=[CH:8][C:3]=1[O:2][CH3:1]. The yield is 0.600.